From a dataset of Peptide-MHC class II binding affinity with 134,281 pairs from IEDB. Regression. Given a peptide amino acid sequence and an MHC pseudo amino acid sequence, predict their binding affinity value. This is MHC class II binding data. (1) The peptide sequence is VEIALGGVMGGLWKY. The MHC is DRB1_0701 with pseudo-sequence DRB1_0701. The binding affinity (normalized) is 0.439. (2) The peptide sequence is GRDIHYQEGVPSYEQV. The MHC is H-2-IEd with pseudo-sequence H-2-IEd. The binding affinity (normalized) is 0.283. (3) The peptide sequence is INELIASGSEKLASV. The MHC is HLA-DPA10201-DPB10101 with pseudo-sequence HLA-DPA10201-DPB10101. The binding affinity (normalized) is 0.421. (4) The peptide sequence is GERSLTTLLRALGAQ. The MHC is DRB1_0301 with pseudo-sequence DRB1_0301. The binding affinity (normalized) is 0.0623.